Task: Predict the product of the given reaction.. Dataset: Forward reaction prediction with 1.9M reactions from USPTO patents (1976-2016) (1) Given the reactants [CH3:1][O:2][C:3]([NH:5][C@H:6]([C:10]([N:12]1[C@@H:16]([CH3:17])[CH2:15][CH2:14][C@H:13]1[C:18]1[NH:19][C:20]([C:23]2[CH:28]=[C:27]3[CH2:29][O:30][C:31]4[CH:58]=[C:57]5[C:34]([CH:35]=[CH:36][C:37]6[NH:41][C:40]([C@@H:42]7[CH2:46][C@H:45]([CH2:47][O:48][CH3:49])[CH2:44][N:43]7C(OC(C)(C)C)=O)=[N:39][C:38]=65)=[CH:33][C:32]=4[C:26]3=[CH:25][CH:24]=2)=[CH:21][N:22]=1)=[O:11])[CH:7]([CH3:9])[CH3:8])=[O:4].Cl.[CH3:60][O:61][C:62]([NH:64][CH:65]([CH:69]([CH3:71])[CH3:70])[C:66](O)=[O:67])=[O:63].CN(C(ON1N=NC2C=CC=NC1=2)=[N+](C)C)C.F[P-](F)(F)(F)(F)F.C(N(C(C)C)CC)(C)C, predict the reaction product. The product is: [CH3:1][O:2][C:3](=[O:4])[NH:5][C@@H:6]([CH:7]([CH3:9])[CH3:8])[C:10]([N:12]1[C@@H:16]([CH3:17])[CH2:15][CH2:14][C@H:13]1[C:18]1[NH:19][C:20]([C:23]2[CH:28]=[C:27]3[CH2:29][O:30][C:31]4[CH:58]=[C:57]5[C:34]([CH:35]=[CH:36][C:37]6[N:41]=[C:40]([C@@H:42]7[CH2:46][C@H:45]([CH2:47][O:48][CH3:49])[CH2:44][N:43]7[C:66](=[O:67])[C@@H:65]([NH:64][C:62]([O:61][CH3:60])=[O:63])[CH:69]([CH3:71])[CH3:70])[NH:39][C:38]=65)=[CH:33][C:32]=4[C:26]3=[CH:25][CH:24]=2)=[CH:21][N:22]=1)=[O:11]. (2) The product is: [N:20]1[C:21]2[CH:12]([NH2:11])[CH2:13][CH2:14][CH2:15][C:16]=2[CH:17]=[CH:18][CH:19]=1. Given the reactants COC1C=CC([C@@H]([N:11](CCC)[C@@H:12]2[C:21]3[N:20]=[CH:19][CH:18]=[CH:17][C:16]=3[CH2:15][CH2:14][CH2:13]2)C)=CC=1, predict the reaction product.